From a dataset of Catalyst prediction with 721,799 reactions and 888 catalyst types from USPTO. Predict which catalyst facilitates the given reaction. (1) Reactant: [Cl:1][C:2]1[CH:3]=[CH:4][C:5]([N+:17]([O-:19])=O)=[C:6]([NH:8][C:9](=[O:16])[CH2:10][C:11]([O:13][CH2:14][CH3:15])=[O:12])[CH:7]=1.CC(C)([O-])C.[K+].Cl. Product: [Cl:1][C:2]1[CH:7]=[C:6]2[C:5](=[CH:4][CH:3]=1)[N+:17]([O-:19])=[C:10]([C:11]([O:13][CH2:14][CH3:15])=[O:12])[C:9]([OH:16])=[N:8]2. The catalyst class is: 18. (2) Reactant: [NH2:1][C:2]1[N:3]=[C:4]([CH3:21])[C:5]2[C:11](=O)[NH:10][C@@H:9]([C:13]3[CH:18]=[CH:17][C:16]([F:19])=[CH:15][C:14]=3[Br:20])[CH2:8][C:6]=2[N:7]=1.[NH:22]1[C:26]2[CH:27]=[CH:28][CH:29]=[CH:30][C:25]=2[N:24]=[N:23]1.P(Cl)(Cl)(Cl)=O.CO/N=C1/C2C(C)=NC(N)=NC=2C[C@@H](C2C=CC(F)=CC=2C2C(F)=NC=CC=2)C/1. Product: [N:22]1([C:11]2[C:5]3[C:4]([CH3:21])=[N:3][C:2]([NH2:1])=[N:7][C:6]=3[CH2:8][C@H:9]([C:13]3[CH:18]=[CH:17][C:16]([F:19])=[CH:15][C:14]=3[Br:20])[N:10]=2)[C:26]2[CH:27]=[CH:28][CH:29]=[CH:30][C:25]=2[N:24]=[N:23]1. The catalyst class is: 10. (3) Product: [C:35]1([C:17]([C:11]2[CH:16]=[CH:15][CH:14]=[CH:13][CH:12]=2)([C:29]2[CH:30]=[CH:31][CH:32]=[CH:33][CH:34]=2)[N:18]2[CH:22]=[C:21]([CH:23]3[CH:25]([CH3:26])[CH:24]3[CH:27]=[O:28])[N:20]=[CH:19]2)[CH:40]=[CH:39][CH:38]=[CH:37][CH:36]=1. Reactant: C(Cl)(=O)C(Cl)=O.CS(C)=O.[C:11]1([C:17]([C:35]2[CH:40]=[CH:39][CH:38]=[CH:37][CH:36]=2)([C:29]2[CH:34]=[CH:33][CH:32]=[CH:31][CH:30]=2)[N:18]2[CH:22]=[C:21]([CH:23]3[CH:25]([CH3:26])[CH:24]3[CH2:27][OH:28])[N:20]=[CH:19]2)[CH:16]=[CH:15][CH:14]=[CH:13][CH:12]=1.[Cl-].[NH4+]. The catalyst class is: 2. (4) Product: [NH2:8][C:9]1[C:10]([N+:12]([O-:14])=[O:13])=[CH:11][C:3]([O:2][CH3:1])=[CH:4][C:5]=1[C:6]([OH:16])=[O:17]. The catalyst class is: 74. Reactant: [CH3:1][O:2][C:3]1[CH:4]=[C:5]2[C:9](=[C:10]([N+:12]([O-:14])=[O:13])[CH:11]=1)[NH:8]C(=O)[C:6]2=[O:16].[OH:17]O.Cl. (5) Reactant: [O:1]1[CH2:6][CH2:5][CH:4]([C:7]([C:9]2[S:13][C:12]([NH2:14])=[N:11][C:10]=2[C:15]2[O:16][CH:17]=[CH:18][CH:19]=2)=[O:8])[CH2:3][CH2:2]1.[CH3:20][N:21]([CH3:31])[C:22]1[CH:23]=[C:24]([CH:28]=[CH:29][CH:30]=1)[C:25](O)=[O:26].CCN=C=NCCCN(C)C.Cl.O.ON1C2C=CC=CC=2N=N1. Product: [CH3:20][N:21]([CH3:31])[C:22]1[CH:23]=[C:24]([CH:28]=[CH:29][CH:30]=1)[C:25]([NH:14][C:12]1[S:13][C:9]([C:7]([CH:4]2[CH2:5][CH2:6][O:1][CH2:2][CH2:3]2)=[O:8])=[C:10]([C:15]2[O:16][CH:17]=[CH:18][CH:19]=2)[N:11]=1)=[O:26]. The catalyst class is: 18. (6) Reactant: C(OC(=O)[NH:10][C@H:11]([C:15]([N:17]1[CH2:22][CH2:21][CH:20]([O:23][C:24]2[CH:29]=[CH:28][C:27]([F:30])=[CH:26][C:25]=2[C:31]2[O:32][C:33]([CH3:36])=[N:34][N:35]=2)[CH2:19][CH2:18]1)=[O:16])[CH:12]([CH3:14])[CH3:13])C1C=CC=CC=1. The catalyst class is: 352. Product: [F:30][C:27]1[CH:28]=[CH:29][C:24]([O:23][CH:20]2[CH2:21][CH2:22][N:17]([C:15](=[O:16])[C@@H:11]([NH2:10])[CH:12]([CH3:14])[CH3:13])[CH2:18][CH2:19]2)=[C:25]([C:31]2[O:32][C:33]([CH3:36])=[N:34][N:35]=2)[CH:26]=1.